This data is from Reaction yield outcomes from USPTO patents with 853,638 reactions. The task is: Predict the reaction yield, written as a fraction of the theoretical maximum amount of product (1.0 means a 100% yield; for example, 0.34 means a 34% yield). (1) The reactants are [CH3:1][NH:2][C:3]1[CH:8]=[CH:7][CH:6]=[C:5]([CH3:9])[N:4]=1.C[Si]([N-][Si](C)(C)C)(C)C.[Na+].[C:20]([C:22]1[CH:27]=[CH:26][C:25]([C:28]2[CH:33]=[CH:32][C:31]([S:34](Cl)(=[O:36])=[O:35])=[CH:30][CH:29]=2)=[CH:24][CH:23]=1)#[N:21].Cl. The catalyst is C1COCC1.C(OCC)(=O)C.C(OCC)C. The product is [CH3:1][N:2]([C:3]1[CH:8]=[CH:7][CH:6]=[C:5]([CH3:9])[N:4]=1)[S:34]([C:31]1[CH:30]=[CH:29][C:28]([C:25]2[CH:26]=[CH:27][C:22]([C:20]#[N:21])=[CH:23][CH:24]=2)=[CH:33][CH:32]=1)(=[O:36])=[O:35]. The yield is 0.295. (2) The reactants are [CH3:1][O:2][C:3]1[C:4]([N:25]2[CH2:30][CH2:29][CH2:28][C@H:27]([NH:31]C(=O)OC(C)(C)C)[CH2:26]2)=[N:5][C:6]([N:9]2[C:17]3[CH:16]=[C:15]([C:18]4[CH:23]=[N:22][CH:21]=[C:20]([CH3:24])[N:19]=4)[N:14]=[CH:13][C:12]=3[CH:11]=[N:10]2)=[CH:7][N:8]=1.FC(F)(F)C(O)=O. The catalyst is ClCCl. The product is [CH3:1][O:2][C:3]1[C:4]([N:25]2[CH2:30][CH2:29][CH2:28][C@H:27]([NH2:31])[CH2:26]2)=[N:5][C:6]([N:9]2[C:17]3[CH:16]=[C:15]([C:18]4[CH:23]=[N:22][CH:21]=[C:20]([CH3:24])[N:19]=4)[N:14]=[CH:13][C:12]=3[CH:11]=[N:10]2)=[CH:7][N:8]=1. The yield is 0.410. (3) The reactants are [C:1]([O:5][C:6](=[O:22])[NH:7][C:8]1[CH:9]=[C:10]([C:14]2[CH:19]=[CH:18][C:17]([CH2:20][NH2:21])=[CH:16][CH:15]=2)[CH:11]=[CH:12][CH:13]=1)([CH3:4])([CH3:3])[CH3:2].CCN(CC)CC.[CH3:30][S:31](Cl)(=[O:33])=[O:32]. The product is [C:1]([O:5][C:6](=[O:22])[NH:7][C:8]1[CH:9]=[C:10]([C:14]2[CH:15]=[CH:16][C:17]([CH2:20][NH:21][S:31]([CH3:30])(=[O:33])=[O:32])=[CH:18][CH:19]=2)[CH:11]=[CH:12][CH:13]=1)([CH3:4])([CH3:2])[CH3:3]. The catalyst is ClCCl. The yield is 0.730.